Dataset: CYP3A4 inhibition data for predicting drug metabolism from PubChem BioAssay. Task: Regression/Classification. Given a drug SMILES string, predict its absorption, distribution, metabolism, or excretion properties. Task type varies by dataset: regression for continuous measurements (e.g., permeability, clearance, half-life) or binary classification for categorical outcomes (e.g., BBB penetration, CYP inhibition). Dataset: cyp3a4_veith. (1) The drug is O=C(O)c1cc2cc(Cl)ccc2oc1=O. The result is 0 (non-inhibitor). (2) The drug is O=C(O)c1cccnc1. The result is 0 (non-inhibitor).